This data is from Full USPTO retrosynthesis dataset with 1.9M reactions from patents (1976-2016). The task is: Predict the reactants needed to synthesize the given product. (1) Given the product [CH3:1][C:2]1([CH3:18])[C:14]2[CH:13]=[C:12]([C:20]3[CH:21]=[C:22]([C:27]4[N:32]=[C:31]([C:33]5[CH:38]=[CH:37][CH:36]=[CH:35][CH:34]=5)[N:30]=[C:29]([C:39]5[CH:44]=[CH:43][CH:42]=[CH:41][CH:40]=5)[N:28]=4)[CH:23]=[C:24]([C:60]4[CH:59]=[CH:58][C:57]([C:52]5[CH:53]=[CH:54][CH:55]=[CH:56][N:51]=5)=[CH:62][CH:61]=4)[CH:25]=3)[CH:11]=[CH:10][C:9]=2[C:8]2[C:3]1=[CH:4][CH:5]=[CH:6][CH:7]=2, predict the reactants needed to synthesize it. The reactants are: [CH3:1][C:2]1([CH3:18])[C:14]2[CH:13]=[C:12](B(O)O)[CH:11]=[CH:10][C:9]=2[C:8]2[C:3]1=[CH:4][CH:5]=[CH:6][CH:7]=2.Br[C:20]1[CH:21]=[C:22]([C:27]2[N:32]=[C:31]([C:33]3[CH:38]=[CH:37][CH:36]=[CH:35][CH:34]=3)[N:30]=[C:29]([C:39]3[CH:44]=[CH:43][CH:42]=[CH:41][CH:40]=3)[N:28]=2)[CH:23]=[C:24](Br)[CH:25]=1.C([O-])([O-])=O.[K+].[K+].[N:51]1[CH:56]=[CH:55][CH:54]=[CH:53][C:52]=1[C:57]1[CH:62]=[CH:61][C:60](B(O)O)=[CH:59][CH:58]=1. (2) The reactants are: [CH:1]1([NH2:6])[CH2:5][CH2:4][CH2:3][CH2:2]1.C(=O)([O-])[O-].[K+].[K+].[Cl:13][C:14]1[CH:21]=[CH:20][C:17]([C:18]#[N:19])=[C:16](F)[CH:15]=1. Given the product [Cl:13][C:14]1[CH:21]=[CH:20][C:17]([C:18]#[N:19])=[C:16]([NH:6][CH:1]2[CH2:5][CH2:4][CH2:3][CH2:2]2)[CH:15]=1, predict the reactants needed to synthesize it. (3) Given the product [Si:18]([O:12][CH2:11][CH2:10][CH2:9][CH2:8][C:4]1[CH:3]=[C:2]([CH:7]=[CH:6][CH:5]=1)[NH2:1])([C:21]([CH3:24])([CH3:23])[CH3:22])([CH3:20])[CH3:19], predict the reactants needed to synthesize it. The reactants are: [NH2:1][C:2]1[CH:3]=[C:4]([CH2:8][CH2:9][CH2:10][CH2:11][OH:12])[CH:5]=[CH:6][CH:7]=1.N1C=CN=C1.[Si:18](Cl)([C:21]([CH3:24])([CH3:23])[CH3:22])([CH3:20])[CH3:19]. (4) Given the product [Cl:1][C:2]1[CH:7]=[CH:6][C:5]([S:8]([N:11]2[C:17]3[CH:18]=[CH:19][CH:20]=[CH:21][C:16]=3[CH2:15][CH2:14][CH2:13][CH2:12]2)(=[O:9])=[O:10])=[CH:4][C:3]=1[C:32]1[CH:37]=[N:36][C:35]([Cl:38])=[CH:34][C:33]=1[CH3:39], predict the reactants needed to synthesize it. The reactants are: [Cl:1][C:2]1[CH:7]=[CH:6][C:5]([S:8]([N:11]2[C:17]3[CH:18]=[CH:19][CH:20]=[CH:21][C:16]=3[CH2:15][CH2:14][CH2:13][CH2:12]2)(=[O:10])=[O:9])=[CH:4][C:3]=1B1OC(C)(C)C(C)(C)O1.Br[C:32]1[C:33]([CH3:39])=[CH:34][C:35]([Cl:38])=[N:36][CH:37]=1.C([O-])([O-])=O.[K+].[K+]. (5) Given the product [Cl:1][C:2]1[C:3]([C:10]#[CH:14])=[N:4][N:5]([CH:7]([F:9])[F:8])[CH:6]=1, predict the reactants needed to synthesize it. The reactants are: [Cl:1][C:2]1[C:3]([CH:10]=O)=[N:4][N:5]([CH:7]([F:9])[F:8])[CH:6]=1.[N+](=[C:14](P(=O)(OC)OC)C(=O)C)=[N-].C([O-])([O-])=O.[K+].[K+]. (6) Given the product [CH3:1][O:2][C@@H:3]1[C@@H:31]([CH2:32][O:33][C:34](=[O:42])[CH2:35][OH:36])[O:30][C@@H:6]([O:7][C:8]2[CH:13]=[C:12]([CH2:14][OH:15])[CH:11]=[CH:10][C:9]=2[CH2:21][C:22]2[CH:23]=[CH:24][C:25]([CH2:28][CH3:29])=[CH:26][CH:27]=2)[C@H:5]([OH:43])[C@H:4]1[OH:44], predict the reactants needed to synthesize it. The reactants are: [CH3:1][O:2][C@@H:3]1[C@@H:31]([CH2:32][O:33][C:34](=[O:42])[CH2:35][O:36]C2CCCO2)[O:30][C@@H:6]([O:7][C:8]2[CH:13]=[C:12]([CH2:14][O:15]C3CCCO3)[CH:11]=[CH:10][C:9]=2[CH2:21][C:22]2[CH:27]=[CH:26][C:25]([CH2:28][CH3:29])=[CH:24][CH:23]=2)[C@H:5]([OH:43])[C@H:4]1[OH:44].Cl.C(=O)([O-])O.[Na+].C(Cl)Cl. (7) Given the product [CH2:1]([C:8]1[C:9](=[O:16])[NH:10][C:11]([S:15][CH2:23][CH3:24])=[N:12][C:13]=1[CH3:14])[C:2]1[CH:3]=[CH:4][CH:5]=[CH:6][CH:7]=1, predict the reactants needed to synthesize it. The reactants are: [CH2:1]([C:8]1[C:9](=[O:16])[NH:10][C:11](=[S:15])[NH:12][C:13]=1[CH3:14])[C:2]1[CH:7]=[CH:6][CH:5]=[CH:4][CH:3]=1.C(=O)([O-])[O-].[K+].[K+].[CH2:23](I)[CH3:24].